From a dataset of Full USPTO retrosynthesis dataset with 1.9M reactions from patents (1976-2016). Predict the reactants needed to synthesize the given product. (1) Given the product [CH3:2][O:3][CH2:4][CH2:5][C:6]1[NH:10][CH:14]=[CH:15][N:16]=1, predict the reactants needed to synthesize it. The reactants are: Cl.[CH3:2][O:3][CH2:4][CH2:5][C:6](=[NH:10])OCC.C(O[CH:14](OCC)[CH2:15][NH2:16])C. (2) Given the product [CH3:24][O:25][C:2]1[CH:7]=[C:6]([N:8]2[CH2:13][CH2:12][N:11]([C:14]([O:16][C:17]([CH3:20])([CH3:19])[CH3:18])=[O:15])[CH2:10][CH2:9]2)[N:5]2[N:21]=[CH:22][CH:23]=[C:4]2[N:3]=1, predict the reactants needed to synthesize it. The reactants are: Cl[C:2]1[CH:7]=[C:6]([N:8]2[CH2:13][CH2:12][N:11]([C:14]([O:16][C:17]([CH3:20])([CH3:19])[CH3:18])=[O:15])[CH2:10][CH2:9]2)[N:5]2[N:21]=[CH:22][CH:23]=[C:4]2[N:3]=1.[CH3:24][O-:25].[Na+].